This data is from Reaction yield outcomes from USPTO patents with 853,638 reactions. The task is: Predict the reaction yield, written as a fraction of the theoretical maximum amount of product (1.0 means a 100% yield; for example, 0.34 means a 34% yield). (1) The reactants are CCCCCC.C([Li])CCC.[CH2:12]([O:19][C:20]1[CH:25]=[CH:24][CH:23]=[CH:22][C:21]=1Br)[C:13]1[CH:18]=[CH:17][CH:16]=[CH:15][CH:14]=1.[CH3:27][C:28]1[CH:35]=[CH:34][C:31]([CH:32]=[O:33])=[CH:30][CH:29]=1.O. The catalyst is C1COCC1. The product is [CH2:12]([O:19][C:20]1[CH:25]=[CH:24][CH:23]=[CH:22][C:21]=1[CH:32]([C:31]1[CH:34]=[CH:35][C:28]([CH3:27])=[CH:29][CH:30]=1)[OH:33])[C:13]1[CH:18]=[CH:17][CH:16]=[CH:15][CH:14]=1. The yield is 0.710. (2) The reactants are Br[CH2:2][CH2:3][CH2:4][CH2:5][CH2:6][CH2:7][CH2:8][CH2:9][O:10]C1CCCCO1.[CH3:17][CH2:18][CH2:19]CC. The catalyst is CS(C)=O. The product is [CH2:9]([OH:10])[CH2:8][CH2:7][CH2:6][CH2:5][CH2:4][CH2:3][CH2:2][CH2:19][C:18]#[CH:17]. The yield is 0.480. (3) The reactants are [NH2:1][C:2]1[CH:7]=[C:6](I)[C:5]([Cl:9])=[CH:4][C:3]=1[OH:10].[CH:11]1([Mg]Br)[CH2:13][CH2:12]1. The catalyst is C1COCC1.C1C=CC(P(C2C=CC=CC=2)[C-]2C=CC=C2)=CC=1.C1C=CC(P(C2C=CC=CC=2)[C-]2C=CC=C2)=CC=1.Cl[Pd]Cl.[Fe+2]. The product is [NH2:1][C:2]1[CH:7]=[C:6]([CH:11]2[CH2:13][CH2:12]2)[C:5]([Cl:9])=[CH:4][C:3]=1[OH:10]. The yield is 0.630.